Dataset: Full USPTO retrosynthesis dataset with 1.9M reactions from patents (1976-2016). Task: Predict the reactants needed to synthesize the given product. (1) Given the product [Br:1][C:2]1[C:3]2[NH:9][C:11](=[O:13])[NH:8][C:4]=2[CH:5]=[CH:6][CH:7]=1, predict the reactants needed to synthesize it. The reactants are: [Br:1][C:2]1[CH:7]=[CH:6][CH:5]=[C:4]([NH2:8])[C:3]=1[NH2:9].Cl[C:11](Cl)([O:13]C(=O)OC(Cl)(Cl)Cl)Cl.C(N(CC)CC)C. (2) Given the product [CH3:20][O:21][C:22](=[O:31])[C:23]1[CH:28]=[CH:27][C:26]([C:29]([O:19][C:3]2[CH:4]=[C:5]3[C:9](=[C:10]([Cl:11])[C:2]=2[Cl:1])[CH2:8][C:7]([CH:14]2[CH2:18][CH2:17][CH2:16][CH2:15]2)([CH3:13])[CH2:6]3)=[O:33])=[CH:25][CH:24]=1, predict the reactants needed to synthesize it. The reactants are: [Cl:1][C:2]1[C:10]([Cl:11])=[C:9]2[C:5]([CH2:6][C:7]([CH:14]3[CH2:18][CH2:17][CH2:16][CH2:15]3)([CH3:13])[C:8]2=O)=[CH:4][C:3]=1[OH:19].[CH3:20][O:21][C:22](=[O:31])[C:23]1[CH:28]=[CH:27][C:26]([CH2:29]Br)=[CH:25][CH:24]=1.C(=O)([O-])[O-:33].[K+].[K+]. (3) Given the product [F:1][C:2]1[CH:7]=[CH:6][CH:5]=[CH:4][C:3]=1[S:8][CH2:9][C@H:10]([OH:40])[CH2:11][CH2:12][C@H:13]1[C@H:17]([OH:18])[CH2:16][C@H:15]([OH:19])[C@@H:14]1[CH2:20][CH2:21][CH2:22][CH2:23][CH2:24][CH2:25][C:26]([OH:28])=[O:27], predict the reactants needed to synthesize it. The reactants are: [F:1][C:2]1[CH:7]=[CH:6][CH:5]=[CH:4][C:3]=1[S:8][CH2:9][C@H:10]([OH:40])[CH2:11][CH2:12][C@H:13]1[C@H:17]([OH:18])[CH2:16][C@H:15]([OH:19])[C@@H:14]1[CH2:20][CH2:21][CH2:22][CH2:23][CH2:24][CH2:25][C:26]([O:28]C(=O)[C@H](CCCNC(=N)N)N)=[O:27].[Cl-].[NH4+].Cl.[Cl-].[Na+]. (4) Given the product [Cl:34][C:27]1[C:26]([NH:25][C:22]([NH:23][C:8]([N:5]2[CH2:6][CH2:7][C:2]([OH:1])([C:11]3[CH:16]=[CH:15][CH:14]=[C:13]([C:17]([F:20])([F:19])[F:18])[CH:12]=3)[CH2:3][CH2:4]2)=[O:9])=[S:21])=[C:31]([O:32][CH3:33])[CH:30]=[CH:29][N:28]=1, predict the reactants needed to synthesize it. The reactants are: [OH:1][C:2]1([C:11]2[CH:16]=[CH:15][CH:14]=[C:13]([C:17]([F:20])([F:19])[F:18])[CH:12]=2)[CH2:7][CH2:6][N:5]([C:8](Cl)=[O:9])[CH2:4][CH2:3]1.[S-:21][C:22]#[N:23].[NH4+].[NH2:25][C:26]1[C:27]([Cl:34])=[N:28][CH:29]=[CH:30][C:31]=1[O:32][CH3:33].C(OCC)(=O)C.CCCCCC. (5) Given the product [Br:1][C:2]1[CH:3]=[C:4]([NH:10][C:11]2[CH:12]=[CH:13][C:14]([C:37]([N:39]3[CH2:44][CH2:43][O:42][CH2:41][CH2:40]3)=[O:38])=[CH:15][N:16]=2)[C:5](=[O:9])[N:6]([CH3:8])[CH:7]=1, predict the reactants needed to synthesize it. The reactants are: [Br:1][C:2]1[CH:3]=[C:4]([NH:10][C:11]2[N:16]=[CH:15][C:14](N3CCN(C(OC(C)(C)C)=O)CC3)=[CH:13][CH:12]=2)[C:5](=[O:9])[N:6]([CH3:8])[CH:7]=1.NC1N=CC([C:37]([N:39]2[CH2:44][CH2:43][O:42][CH2:41][CH2:40]2)=[O:38])=CC=1.BrC1C(=O)N(C)C=C(Br)C=1.